Task: Predict the product of the given reaction.. Dataset: Forward reaction prediction with 1.9M reactions from USPTO patents (1976-2016) Given the reactants [NH:1]1[C:9]2[C:4](=[CH:5][C:6]([C:10]3[C:19]([N:20]([CH3:29])[C@H:21]([C:23]4[CH:28]=[CH:27][CH:26]=[CH:25][CH:24]=4)[CH3:22])=[N:18][C:17]4[C:12](=[CH:13][CH:14]=[C:15]([C:30]([O:32]C)=[O:31])[CH:16]=4)[N:11]=3)=[CH:7][CH:8]=2)[CH:3]=[N:2]1.[OH-].[Na+].O, predict the reaction product. The product is: [NH:1]1[C:9]2[C:4](=[CH:5][C:6]([C:10]3[C:19]([N:20]([CH3:29])[C@H:21]([C:23]4[CH:28]=[CH:27][CH:26]=[CH:25][CH:24]=4)[CH3:22])=[N:18][C:17]4[C:12](=[CH:13][CH:14]=[C:15]([C:30]([OH:32])=[O:31])[CH:16]=4)[N:11]=3)=[CH:7][CH:8]=2)[CH:3]=[N:2]1.